The task is: Predict which catalyst facilitates the given reaction.. This data is from Catalyst prediction with 721,799 reactions and 888 catalyst types from USPTO. Reactant: [Cl:1][C:2]1[CH:3]=[C:4]([C:10]2[N:14](C3CCCCO3)[N:13]=[CH:12][C:11]=2[C:21]#[N:22])[CH:5]=[CH:6][C:7]=1[C:8]#[N:9].Cl. Product: [Cl:1][C:2]1[CH:3]=[C:4]([C:10]2[NH:14][N:13]=[CH:12][C:11]=2[C:21]#[N:22])[CH:5]=[CH:6][C:7]=1[C:8]#[N:9]. The catalyst class is: 8.